From a dataset of Forward reaction prediction with 1.9M reactions from USPTO patents (1976-2016). Predict the product of the given reaction. (1) Given the reactants [C:1]([O:5][C:6]([N:8](C)[C:9]1[CH:14]=[CH:13][C:12]([CH2:15][CH2:16][O:17]S(C2C=CC(C)=CC=2)(=O)=O)=[CH:11][CH:10]=1)=[O:7])([CH3:4])([CH3:3])[CH3:2].[CH3:29][O:30][C:31](=[O:46])[CH:32]([O:41][CH2:42][CH2:43][O:44][CH3:45])[CH2:33][C:34]1[CH:39]=[CH:38][C:37](O)=[CH:36][CH:35]=1.C(=O)([O-])[O-].[K+].[K+].O, predict the reaction product. The product is: [CH3:29][O:30][C:31](=[O:46])[CH:32]([O:41][CH2:42][CH2:43][O:44][CH3:45])[CH2:33][C:34]1[CH:35]=[CH:36][C:37]([O:17][CH2:16][CH2:15][C:12]2[CH:11]=[CH:10][C:9]([NH:8][C:6]([O:5][C:1]([CH3:2])([CH3:3])[CH3:4])=[O:7])=[CH:14][CH:13]=2)=[CH:38][CH:39]=1. (2) Given the reactants [CH:1]1([N:7]2[CH2:12][CH2:11][CH:10]([C:13]3[CH:20]=[CH:19][C:16]([C:17]#[N:18])=[CH:15][CH:14]=3)[CH2:9][CH2:8]2)[CH2:6][CH2:5][CH2:4][CH2:3][CH2:2]1.N[NH:22][C:23]([NH2:25])=[S:24].[F:26][C:27]([F:32])([F:31])[C:28]([OH:30])=[O:29], predict the reaction product. The product is: [F:26][C:27]([F:32])([F:31])[C:28]([OH:30])=[O:29].[CH:1]1([N:7]2[CH2:8][CH2:9][CH:10]([C:13]3[CH:14]=[CH:15][C:16]([C:17]4[S:24][C:23]([NH2:25])=[N:22][N:18]=4)=[CH:19][CH:20]=3)[CH2:11][CH2:12]2)[CH2:2][CH2:3][CH2:4][CH2:5][CH2:6]1. (3) Given the reactants [C:1]([C:4]1[CH:5]=[CH:6][C:7]2[N:11]=[C:10]([CH3:12])[N:9]([CH2:13][C:14]3[CH:19]=[CH:18][CH:17]=[CH:16][C:15]=3[Cl:20])[C:8]=2[CH:21]=1)([OH:3])=O.[CH3:22][O:23][C:24]1[CH:29]=[CH:28][C:27]([S:30]([NH2:33])(=[O:32])=[O:31])=[CH:26][CH:25]=1.C1(C2CCCCCCCCCC=2)CCCCCCCCNN=1, predict the reaction product. The product is: [Cl:20][C:15]1[CH:16]=[CH:17][CH:18]=[CH:19][C:14]=1[CH2:13][N:9]1[C:8]2[CH:21]=[C:4]([C:1](=[O:3])[NH:33][S:30]([C:27]3[CH:26]=[CH:25][C:24]([O:23][CH3:22])=[CH:29][CH:28]=3)(=[O:31])=[O:32])[CH:5]=[CH:6][C:7]=2[N:11]=[C:10]1[CH3:12]. (4) Given the reactants [F:1][C:2]1[CH:11]=[CH:10][C:5]([C:6]([O:8]C)=[O:7])=[CH:4][C:3]=1[C:12]#[C:13][C:14]1[CH:19]=[CH:18][CH:17]=[CH:16][N:15]=1.O.[OH-].[Li+], predict the reaction product. The product is: [F:1][C:2]1[CH:11]=[CH:10][C:5]([C:6]([OH:8])=[O:7])=[CH:4][C:3]=1[C:12]#[C:13][C:14]1[CH:19]=[CH:18][CH:17]=[CH:16][N:15]=1. (5) Given the reactants [CH2:1]([C:3]1[CH:4]=[C:5]([CH:8]=[CH:9][C:10]=1[O:11]CC1C=CC=CC=1)[C:6]#[N:7])[CH3:2], predict the reaction product. The product is: [CH2:1]([C:3]1[CH:4]=[C:5]([CH:8]=[CH:9][C:10]=1[OH:11])[C:6]#[N:7])[CH3:2]. (6) The product is: [C:1]([O-:6])(=[O:5])[CH:2]([CH3:4])[OH:3].[CH2:21]([P+:12]([CH2:8][CH2:9][CH2:10][CH3:11])([CH2:13][CH2:14][CH2:15][CH3:16])[CH2:17][CH2:18][CH2:19][CH3:20])[CH2:22][CH2:23][CH3:24].[C:1]([OH:6])(=[O:5])[CH:2]([CH3:4])[OH:3]. Given the reactants [C:1]([OH:6])(=[O:5])[CH:2]([CH3:4])[OH:3].[OH-].[CH2:8]([P+:12]([CH2:21][CH2:22][CH2:23][CH3:24])([CH2:17][CH2:18][CH2:19][CH3:20])[CH2:13][CH2:14][CH2:15][CH3:16])[CH2:9][CH2:10][CH3:11], predict the reaction product. (7) Given the reactants [Cl:1][C:2]1[C:11]2[C:6](=[CH:7][C:8]([F:12])=[CH:9][CH:10]=2)[N:5]=[C:4]([C:13]2[CH:18]=[CH:17][CH:16]=[C:15]([S:19][CH3:20])[CH:14]=2)[C:3]=1[CH3:21].[OH2:22].C1C[O:26]CC1, predict the reaction product. The product is: [Cl:1][C:2]1[C:11]2[C:6](=[CH:7][C:8]([F:12])=[CH:9][CH:10]=2)[N:5]=[C:4]([C:13]2[CH:18]=[CH:17][CH:16]=[C:15]([S:19]([CH3:20])(=[O:26])=[O:22])[CH:14]=2)[C:3]=1[CH3:21].